Task: Predict the reaction yield, written as a fraction of the theoretical maximum amount of product (1.0 means a 100% yield; for example, 0.34 means a 34% yield).. Dataset: Reaction yield outcomes from USPTO patents with 853,638 reactions (1) The product is [Cl:1][C:2]1[C:7]([C:8]([F:9])([F:10])[F:11])=[CH:6][CH:5]=[CH:4][C:3]=1[C:12]([N:14]1[CH2:19][CH2:18][C:17]2[N:20]([C:23]3[CH:28]=[CH:27][C:26]([F:29])=[CH:25][N:24]=3)[CH:21]=[N:22][C:16]=2[CH:15]1[CH3:30])=[O:13]. The reactants are [Cl:1][C:2]1[C:7]([C:8]([F:11])([F:10])[F:9])=[CH:6][CH:5]=[CH:4][C:3]=1[C:12]([N:14]1[CH:19]=[CH:18][C:17]2[N:20]([C:23]3[CH:28]=[CH:27][C:26]([F:29])=[CH:25][N:24]=3)[CH:21]=[N:22][C:16]=2[CH:15]1[CH3:30])=[O:13]. The catalyst is CCO.[Pd].C(Cl)Cl. The yield is 0.620. (2) The yield is 0.240. The catalyst is CS(C)=O. The reactants are [NH2:1][N:2]1[C:11](=[O:12])[C:10]2[C:5](=[C:6]([CH3:15])[C:7](F)=[C:8]([F:13])[CH:9]=2)[N:4]([CH:16]2[CH2:18][CH2:17]2)[C:3]1=[O:19].[C:20]([O:24][C:25](=[O:36])[NH:26][CH:27]([CH:31]1[CH2:35][CH2:34][NH:33][CH2:32]1)[CH2:28][C:29]#[N:30])([CH3:23])([CH3:22])[CH3:21].CN(C)C(=N)N(C)C.C(=O)(O)[O-].[Na+]. The product is [C:20]([O:24][C:25](=[O:36])[NH:26][CH:27]([CH:31]1[CH2:35][CH2:34][N:33]([C:7]2[C:6]([CH3:15])=[C:5]3[C:10]([C:11](=[O:12])[N:2]([NH2:1])[C:3](=[O:19])[N:4]3[CH:16]3[CH2:18][CH2:17]3)=[CH:9][C:8]=2[F:13])[CH2:32]1)[CH2:28][C:29]#[N:30])([CH3:23])([CH3:21])[CH3:22]. (3) The reactants are [C:1]1([PH:7](=[O:14])[C:8]2[CH:13]=[CH:12][CH:11]=[CH:10][CH:9]=2)[CH:6]=[CH:5][CH:4]=[CH:3][CH:2]=1.Br[CH:16]=[CH2:17].CCN(CC)CC. The catalyst is C1(C)C=CC=CC=1.C1C=CC([P]([Pd]([P](C2C=CC=CC=2)(C2C=CC=CC=2)C2C=CC=CC=2)([P](C2C=CC=CC=2)(C2C=CC=CC=2)C2C=CC=CC=2)[P](C2C=CC=CC=2)(C2C=CC=CC=2)C2C=CC=CC=2)(C2C=CC=CC=2)C2C=CC=CC=2)=CC=1. The product is [C:1]1([P:7](=[O:14])([C:8]2[CH:13]=[CH:12][CH:11]=[CH:10][CH:9]=2)[CH:16]=[CH2:17])[CH:2]=[CH:3][CH:4]=[CH:5][CH:6]=1. The yield is 0.510. (4) The reactants are [C:1]([O:5][C:6]([N:8]1[CH2:15][CH:14]2[CH:10]([CH2:11][CH:12]([C:16]([OH:18])=[O:17])[CH2:13]2)[CH2:9]1)=[O:7])([CH3:4])([CH3:3])[CH3:2].[F:19][C:20]([F:24])([F:23])[CH2:21]O.C1(N=C=NC2CCCCC2)CCCCC1. The catalyst is ClCCl. The product is [C:1]([O:5][C:6]([N:8]1[CH2:9][CH:10]2[CH:14]([CH2:13][CH:12]([C:16]([O:18][CH2:21][C:20]([F:24])([F:23])[F:19])=[O:17])[CH2:11]2)[CH2:15]1)=[O:7])([CH3:4])([CH3:2])[CH3:3]. The yield is 0.270. (5) The reactants are [N:1]1[CH:6]=[CH:5][C:4]([C:7]([OH:9])=O)=[CH:3][C:2]=1[C:10]([OH:12])=O.[OH2:13].ON1[C:19]2[CH:20]=[CH:21][CH:22]=[CH:23][C:18]=2N=N1.[CH3:24][O:25][C:26]1[CH:27]=[C:28]([CH:31]=[CH:32][CH:33]=1)[CH2:29][NH2:30].Cl.[CH3:35][N:36](C)CCCN=C=NCC.[CH2:46](Cl)Cl. No catalyst specified. The product is [CH3:46][O:13][C:20]1[CH:19]=[C:18]([CH:23]=[CH:22][CH:21]=1)[CH2:35][NH:36][C:10]([C:2]1[CH:3]=[C:4]([C:7]([NH:30][CH2:29][C:28]2[CH:31]=[CH:32][CH:33]=[C:26]([O:25][CH3:24])[CH:27]=2)=[O:9])[CH:5]=[CH:6][N:1]=1)=[O:12]. The yield is 0.760. (6) The reactants are [C:1]1([S:7]([N:10]2[C:14]3[CH:15]=[N:16][C:17]([C:21]#[N:22])=[C:18]([CH:19]=[CH2:20])[C:13]=3[C:12]3[CH:23]=[CH:24][CH:25]=[N:26][C:11]2=3)(=[O:9])=[O:8])[CH:6]=[CH:5][CH:4]=[CH:3][CH:2]=1. The catalyst is [Pd].C1COCC1. The product is [C:1]1([S:7]([N:10]2[C:14]3[CH:15]=[N:16][C:17]([C:21]#[N:22])=[C:18]([CH2:19][CH3:20])[C:13]=3[C:12]3[CH:23]=[CH:24][CH:25]=[N:26][C:11]2=3)(=[O:9])=[O:8])[CH:2]=[CH:3][CH:4]=[CH:5][CH:6]=1. The yield is 0.990. (7) The reactants are [F:1][C:2]1[CH:7]=[CH:6][C:5]([C:8]2[S:12][C:11]([C:13]([OH:15])=O)=[CH:10][CH:9]=2)=[CH:4][CH:3]=1.[CH3:16][N:17]1[C:21]([C:22]2[CH:23]=[C:24]([CH:26]=[CH:27][CH:28]=2)[NH2:25])=[CH:20][N:19]=[C:18]1[CH3:29].Cl.C(N=C=NCCCN(C)C)C. The catalyst is ClCCl.CN(C)C1C=CN=CC=1. The product is [CH3:29][C:18]1[N:17]([CH3:16])[C:21]([C:22]2[CH:23]=[C:24]([NH:25][C:13]([C:11]3[S:12][C:8]([C:5]4[CH:4]=[CH:3][C:2]([F:1])=[CH:7][CH:6]=4)=[CH:9][CH:10]=3)=[O:15])[CH:26]=[CH:27][CH:28]=2)=[CH:20][N:19]=1. The yield is 0.889. (8) The reactants are [Cl:1][C:2]1[N:3]=[N:4][C:5](Cl)=[CH:6][C:7]=1[CH:8]1[CH2:11][CH2:10][CH2:9]1.[F:13][C:14]1[CH:23]=[CH:22][CH:21]=[CH:20][C:15]=1[C:16]([NH:18][NH2:19])=O.Cl.C(N(CC)CC)C. The catalyst is CC1C=CC(C)=CC=1. The product is [Cl:1][C:2]1[C:7]([CH:8]2[CH2:11][CH2:10][CH2:9]2)=[CH:6][C:5]2[N:4]([C:16]([C:15]3[CH:20]=[CH:21][CH:22]=[CH:23][C:14]=3[F:13])=[N:18][N:19]=2)[N:3]=1. The yield is 0.490. (9) The reactants are Br[C:2]1[N:3]=[C:4]([C:9]2[O:10][C:11]([C:14]3[CH:19]=[CH:18][CH:17]=[CH:16][CH:15]=3)=[N:12][N:13]=2)[C:5]([NH2:8])=[N:6][CH:7]=1.[C:20]([NH:23][C:24]1[CH:29]=[CH:28][CH:27]=[CH:26][C:25]=1B(O)O)(=[O:22])[CH3:21].C([O-])([O-])=O.[Na+].[Na+].O1CCOCC1. The catalyst is C1C=CC([P]([Pd]([P](C2C=CC=CC=2)(C2C=CC=CC=2)C2C=CC=CC=2)([P](C2C=CC=CC=2)(C2C=CC=CC=2)C2C=CC=CC=2)[P](C2C=CC=CC=2)(C2C=CC=CC=2)C2C=CC=CC=2)(C2C=CC=CC=2)C2C=CC=CC=2)=CC=1.CO. The product is [NH2:8][C:5]1[N:6]=[CH:7][C:2]([C:25]2[CH:26]=[CH:27][CH:28]=[CH:29][C:24]=2[NH:23][C:20](=[O:22])[CH3:21])=[N:3][C:4]=1[C:9]1[O:10][C:11]([C:14]2[CH:19]=[CH:18][CH:17]=[CH:16][CH:15]=2)=[N:12][N:13]=1. The yield is 0.280.